Dataset: NCI-60 drug combinations with 297,098 pairs across 59 cell lines. Task: Regression. Given two drug SMILES strings and cell line genomic features, predict the synergy score measuring deviation from expected non-interaction effect. (1) Drug 1: CC1C(C(CC(O1)OC2CC(CC3=C2C(=C4C(=C3O)C(=O)C5=C(C4=O)C(=CC=C5)OC)O)(C(=O)CO)O)N)O.Cl. Drug 2: C(CN)CNCCSP(=O)(O)O. Cell line: SR. Synergy scores: CSS=0.348, Synergy_ZIP=-0.0867, Synergy_Bliss=-2.61, Synergy_Loewe=-36.2, Synergy_HSA=-8.84. (2) Drug 1: C1=CC(=CC=C1CCCC(=O)O)N(CCCl)CCCl. Drug 2: C1C(C(OC1N2C=NC(=NC2=O)N)CO)O. Cell line: MOLT-4. Synergy scores: CSS=89.1, Synergy_ZIP=4.92, Synergy_Bliss=4.76, Synergy_Loewe=7.73, Synergy_HSA=10.3. (3) Drug 2: CS(=O)(=O)CCNCC1=CC=C(O1)C2=CC3=C(C=C2)N=CN=C3NC4=CC(=C(C=C4)OCC5=CC(=CC=C5)F)Cl. Drug 1: C1C(C(OC1N2C=NC3=C(N=C(N=C32)Cl)N)CO)O. Cell line: OVCAR-5. Synergy scores: CSS=11.0, Synergy_ZIP=-9.49, Synergy_Bliss=-3.93, Synergy_Loewe=-3.28, Synergy_HSA=-2.23. (4) Drug 1: C1CC(=O)NC(=O)C1N2CC3=C(C2=O)C=CC=C3N. Drug 2: CC1=C(C=C(C=C1)NC(=O)C2=CC=C(C=C2)CN3CCN(CC3)C)NC4=NC=CC(=N4)C5=CN=CC=C5. Cell line: SN12C. Synergy scores: CSS=2.56, Synergy_ZIP=2.01, Synergy_Bliss=2.76, Synergy_Loewe=-3.39, Synergy_HSA=-3.39. (5) Drug 1: CC1=C(C(=CC=C1)Cl)NC(=O)C2=CN=C(S2)NC3=CC(=NC(=N3)C)N4CCN(CC4)CCO. Drug 2: CCN(CC)CCCC(C)NC1=C2C=C(C=CC2=NC3=C1C=CC(=C3)Cl)OC. Cell line: 786-0. Synergy scores: CSS=10.5, Synergy_ZIP=-10.1, Synergy_Bliss=-0.229, Synergy_Loewe=-5.17, Synergy_HSA=-1.37. (6) Drug 1: CN(CCCl)CCCl.Cl. Drug 2: CC12CCC3C(C1CCC2OP(=O)(O)O)CCC4=C3C=CC(=C4)OC(=O)N(CCCl)CCCl.[Na+]. Cell line: HS 578T. Synergy scores: CSS=-0.291, Synergy_ZIP=1.25, Synergy_Bliss=-8.65, Synergy_Loewe=-11.8, Synergy_HSA=-8.51. (7) Drug 1: CN(CC1=CN=C2C(=N1)C(=NC(=N2)N)N)C3=CC=C(C=C3)C(=O)NC(CCC(=O)O)C(=O)O. Drug 2: CC1=C(C(=CC=C1)Cl)NC(=O)C2=CN=C(S2)NC3=CC(=NC(=N3)C)N4CCN(CC4)CCO. Cell line: OVCAR3. Synergy scores: CSS=47.9, Synergy_ZIP=-10.9, Synergy_Bliss=-11.3, Synergy_Loewe=-5.41, Synergy_HSA=-3.30. (8) Drug 1: C1C(C(OC1N2C=NC3=C(N=C(N=C32)Cl)N)CO)O. Drug 2: CC1=C(C(=CC=C1)Cl)NC(=O)C2=CN=C(S2)NC3=CC(=NC(=N3)C)N4CCN(CC4)CCO. Cell line: NCI-H522. Synergy scores: CSS=21.4, Synergy_ZIP=-6.19, Synergy_Bliss=-0.214, Synergy_Loewe=-1.15, Synergy_HSA=0.828.